The task is: Predict the reaction yield, written as a fraction of the theoretical maximum amount of product (1.0 means a 100% yield; for example, 0.34 means a 34% yield).. This data is from Reaction yield outcomes from USPTO patents with 853,638 reactions. (1) The reactants are [C:1]([OH:9])(=[O:8])/[C:2](=[C:4](\[CH:6]=O)/[Br:5])/Br.S(O)(O)(=O)=O.[CH3:15][S:16][C:17](=[NH:19])[NH2:18].C(N(CC)CC)C.C. The catalyst is O. The product is [Br:5][C:4]1[C:2]([C:1]([OH:9])=[O:8])=[N:18][C:17]([S:16][CH3:15])=[N:19][CH:6]=1. The yield is 0.590. (2) The reactants are OC1C=CC(C(=C2CCOCC2)C2C=CC(/[CH:15]=[CH:16]/[C:17]([O:19][C:20](C)(C)[CH3:21])=[O:18])=CC=2)=CC=1.Br[C:31]1[CH:36]=[CH:35][C:34]([C:37](=[C:45]2[CH2:50][C:49]([CH3:52])([CH3:51])[O:48][C:47]([CH3:54])([CH3:53])[CH2:46]2)[C:38]2[CH:43]=[CH:42][C:41]([OH:44])=[CH:40][CH:39]=2)=[CH:33][CH:32]=1.C(OCC)(=O)C=C.CC1C=CC=CC=1P(C1C=CC=CC=1C)C1C=CC=CC=1C.CCN(CC)CC. The catalyst is CC([O-])=O.CC([O-])=O.[Pd+2].CN(C=O)C. The product is [OH:44][C:41]1[CH:42]=[CH:43][C:38]([C:37](=[C:45]2[CH2:46][C:47]([CH3:53])([CH3:54])[O:48][C:49]([CH3:51])([CH3:52])[CH2:50]2)[C:34]2[CH:33]=[CH:32][C:31](/[CH:15]=[CH:16]/[C:17]([O:19][CH2:20][CH3:21])=[O:18])=[CH:36][CH:35]=2)=[CH:39][CH:40]=1. The yield is 0.690.